Dataset: Forward reaction prediction with 1.9M reactions from USPTO patents (1976-2016). Task: Predict the product of the given reaction. Given the reactants Cl[C:2]1[C:11]([C:12]([OH:14])=[O:13])=[CH:10][C:9]2[C:4](=[CH:5][CH:6]=[C:7]([Cl:15])[CH:8]=2)[N:3]=1.[F:16][C:17]1[CH:28]=[CH:27][CH:26]=[CH:25][C:18]=1[CH2:19][CH:20]([C:22]([OH:24])=[O:23])[NH2:21], predict the reaction product. The product is: [NH4+:3].[C:22]([CH:20]([NH:21][C:2]1[C:11]([C:12]([O-:14])=[O:13])=[CH:10][C:9]2[C:4](=[CH:5][CH:6]=[C:7]([Cl:15])[CH:8]=2)[N:3]=1)[CH2:19][C:18]1[CH:25]=[CH:26][CH:27]=[CH:28][C:17]=1[F:16])([OH:24])=[O:23].